Dataset: Reaction yield outcomes from USPTO patents with 853,638 reactions. Task: Predict the reaction yield, written as a fraction of the theoretical maximum amount of product (1.0 means a 100% yield; for example, 0.34 means a 34% yield). The yield is 0.932. The catalyst is CN(C=O)C.C(OCC)(=O)C. The reactants are [F:1][C:2]1[CH:11]=[C:10]2[C:5]([CH:6]([C:14]([O:16][CH3:17])=[O:15])[CH2:7][C:8]([CH3:13])([CH3:12])[O:9]2)=[CH:4][CH:3]=1.[Br:18]N1C(=O)CCC1=O. The product is [Br:18][C:3]1[CH:4]=[C:5]2[C:10](=[CH:11][C:2]=1[F:1])[O:9][C:8]([CH3:13])([CH3:12])[CH2:7][CH:6]2[C:14]([O:16][CH3:17])=[O:15].